Dataset: Catalyst prediction with 721,799 reactions and 888 catalyst types from USPTO. Task: Predict which catalyst facilitates the given reaction. (1) Reactant: Br[CH2:2][CH2:3][O:4][C:5]1[CH:12]=[CH:11][C:8]([C:9]#[N:10])=[CH:7][C:6]=1[F:13].[C:14]([O:18][C:19]([N:21]1[CH2:28][CH:27]2[O:29][CH:23]([CH2:24][NH:25][CH2:26]2)[CH2:22]1)=[O:20])([CH3:17])([CH3:16])[CH3:15].C([O-])([O-])=O.[K+].[K+]. Product: [C:14]([O:18][C:19]([N:21]1[CH2:22][CH:23]2[O:29][CH:27]([CH2:26][N:25]([CH2:2][CH2:3][O:4][C:5]3[CH:12]=[CH:11][C:8]([C:9]#[N:10])=[CH:7][C:6]=3[F:13])[CH2:24]2)[CH2:28]1)=[O:20])([CH3:17])([CH3:15])[CH3:16]. The catalyst class is: 10. (2) Reactant: [Cl:1][C:2]1[C:7]([N+:8]([O-:10])=[O:9])=[CH:6][CH:5]=[C:4]([Cl:11])[N:3]=1.[C:12]([O-:15])([O-])=[O:13].[K+].[K+]. Product: [Cl:11][C:4]1[CH:5]=[CH:6][C:7]([N+:8]([O-:10])=[O:9])=[C:2]([O:13][CH3:12])[N:3]=1.[Cl:1][C:2]1[C:7]([N+:8]([O-:10])=[O:9])=[CH:6][CH:5]=[C:4]([O:15][CH3:12])[N:3]=1. The catalyst class is: 5. (3) Reactant: [Br:1][C:2]1[CH:7]=[CH:6][CH:5]=[CH:4][C:3]=1[S:8][C:9]1([C:15]([OH:17])=O)[CH2:14][CH2:13][CH2:12][CH2:11][CH2:10]1.CN(C(O[N:26]1N=[N:33][C:28]2C=CC=N[C:27]1=2)=[N+](C)C)C.F[P-](F)(F)(F)(F)F.Cl.NCC#N.CCN(CC)CC. Product: [Br:1][C:2]1[CH:7]=[CH:6][CH:5]=[CH:4][C:3]=1[S:8][C:9]1([C:15]([NH:33][CH2:28][C:27]#[N:26])=[O:17])[CH2:10][CH2:11][CH2:12][CH2:13][CH2:14]1. The catalyst class is: 3. (4) Product: [F:18][C:2]1([F:1])[CH2:11][CH2:10][C:5](=[O:6])[C:4]([C:12]2[N:16]([CH3:17])[N:15]=[CH:14][CH:13]=2)=[CH:3]1. The catalyst class is: 1. Reactant: [F:1][C:2]1([F:18])[CH2:11][CH2:10][C:5]2(OCC[O:6]2)[C:4]([C:12]2[N:16]([CH3:17])[N:15]=[CH:14][CH:13]=2)=[CH:3]1.Cl. (5) Reactant: [CH3:1][N:2]([CH3:20])[C:3]([C:5]1[O:6][C:7]2[C:13]([N:14]3[CH2:19][CH2:18][NH:17][CH2:16][CH2:15]3)=[CH:12][CH:11]=[CH:10][C:8]=2[CH:9]=1)=[O:4].CC1C=CC(S(O[CH2:32][CH2:33][C:34]2[CH:39]=[CH:38][CH:37]=[C:36]([O:40][CH3:41])[N:35]=2)(=O)=O)=CC=1.C(=O)([O-])[O-].[K+].[K+]. Product: [CH3:41][O:40][C:36]1[N:35]=[C:34]([CH2:33][CH2:32][N:17]2[CH2:18][CH2:19][N:14]([C:13]3[C:7]4[O:6][C:5]([C:3]([N:2]([CH3:20])[CH3:1])=[O:4])=[CH:9][C:8]=4[CH:10]=[CH:11][CH:12]=3)[CH2:15][CH2:16]2)[CH:39]=[CH:38][CH:37]=1. The catalyst class is: 10. (6) Reactant: [CH:1](NC(C)C)(C)C.[CH2:8]([C@H:10]1[C@@H:14]([OH:15])[CH2:13][C:12](=[O:16])[N:11]1[C:17]1[CH:24]=[CH:23][C:20]([C:21]#[N:22])=[C:19]([O:25][CH3:26])[CH:18]=1)[CH3:9].IC.[Cl-].[NH4+]. Product: [CH2:8]([C@H:10]1[C@@H:14]([OH:15])[C@H:13]([CH3:1])[C:12](=[O:16])[N:11]1[C:17]1[CH:24]=[CH:23][C:20]([C:21]#[N:22])=[C:19]([O:25][CH3:26])[CH:18]=1)[CH3:9]. The catalyst class is: 7. (7) Reactant: [CH3:1][O:2][C:3]1[CH:4]=[C:5]([NH:11][C:12]2[N:17]=[C:16]([N:18]3[C:22]([CH3:23])=[CH:21][C:20]([C:24]([F:27])([F:26])[F:25])=[N:19]3)[C:15]([C:28]3[CH:29]=[C:30]([C:36](O)=[O:37])[C:31]([O:34][CH3:35])=[N:32][CH:33]=3)=[CH:14][N:13]=2)[CH:6]=[C:7]([O:9][CH3:10])[CH:8]=1.[C:39]([C:42]1[CH:43]=[C:44]([S:48]([NH2:51])(=[O:50])=[O:49])[CH:45]=[CH:46][CH:47]=1)(=[O:41])[CH3:40].C(N(CC)CC)C.[I-].ClC1C=CC=C[N+]=1C. Product: [C:39]([C:42]1[CH:43]=[C:44]([S:48]([NH:51][C:36]([C:30]2[C:31]([O:34][CH3:35])=[N:32][CH:33]=[C:28]([C:15]3[C:16]([N:18]4[C:22]([CH3:23])=[CH:21][C:20]([C:24]([F:26])([F:27])[F:25])=[N:19]4)=[N:17][C:12]([NH:11][C:5]4[CH:6]=[C:7]([O:9][CH3:10])[CH:8]=[C:3]([O:2][CH3:1])[CH:4]=4)=[N:13][CH:14]=3)[CH:29]=2)=[O:37])(=[O:49])=[O:50])[CH:45]=[CH:46][CH:47]=1)(=[O:41])[CH3:40]. The catalyst class is: 172.